This data is from Peptide-MHC class I binding affinity with 185,985 pairs from IEDB/IMGT. The task is: Regression. Given a peptide amino acid sequence and an MHC pseudo amino acid sequence, predict their binding affinity value. This is MHC class I binding data. (1) The peptide sequence is LLTDTIESA. The MHC is HLA-A02:01 with pseudo-sequence HLA-A02:01. The binding affinity (normalized) is 0.702. (2) The peptide sequence is LILAEYIRHR. The MHC is HLA-A33:01 with pseudo-sequence HLA-A33:01. The binding affinity (normalized) is 0.206. (3) The MHC is H-2-Kd with pseudo-sequence H-2-Kd. The binding affinity (normalized) is 0.477. The peptide sequence is LFKTTVNSL. (4) The peptide sequence is VVMDYLDNLK. The MHC is HLA-A03:01 with pseudo-sequence HLA-A03:01. The binding affinity (normalized) is 0.188. (5) The peptide sequence is ATIEAVLAK. The MHC is HLA-B46:01 with pseudo-sequence HLA-B46:01. The binding affinity (normalized) is 0.0847. (6) The peptide sequence is SAEVVTLWY. The MHC is HLA-A02:03 with pseudo-sequence HLA-A02:03. The binding affinity (normalized) is 0.0847. (7) The peptide sequence is ALFHKVQSY. The MHC is HLA-A02:03 with pseudo-sequence HLA-A02:03. The binding affinity (normalized) is 0.321. (8) The MHC is HLA-A69:01 with pseudo-sequence HLA-A69:01. The binding affinity (normalized) is 0.0847. The peptide sequence is VERLKHGTF. (9) The peptide sequence is IEAGDEVFF. The MHC is HLA-A02:06 with pseudo-sequence HLA-A02:06. The binding affinity (normalized) is 0.0847. (10) The peptide sequence is EENLLDFVRF. The MHC is HLA-B58:01 with pseudo-sequence HLA-B58:01. The binding affinity (normalized) is 0.